This data is from Full USPTO retrosynthesis dataset with 1.9M reactions from patents (1976-2016). The task is: Predict the reactants needed to synthesize the given product. (1) Given the product [ClH:61].[NH2:51][C@@H:26]1[C:25](=[O:59])[N:24]2[CH2:60][C@H:21]([O:20][C:11]3[C:10]([C:2]4[S:1][C:5]5[CH:6]=[CH:7][CH:8]=[CH:9][C:4]=5[N:3]=4)=[N:19][C:18]4[C:13](=[CH:14][CH:15]=[CH:16][CH:17]=4)[N:12]=3)[CH2:22][C@H:23]2[C:37](=[O:38])[NH:36][C@:35]2([C:40]([NH:41][S:42]([CH:45]3[CH2:47][CH2:46]3)(=[O:44])=[O:43])=[O:48])[CH2:39][C@H:34]2[CH2:33][C:32]([F:49])([F:50])[CH2:31][CH2:30][CH2:29][CH2:28][CH2:27]1, predict the reactants needed to synthesize it. The reactants are: [S:1]1[C:5]2[CH:6]=[CH:7][CH:8]=[CH:9][C:4]=2[N:3]=[C:2]1[C:10]1[C:11]([O:20][C@H:21]2[CH2:60][N:24]3[C:25](=[O:59])[C@@H:26]([NH:51]C(=O)OC(C)(C)C)[CH2:27][CH2:28][CH2:29][CH2:30][CH2:31][C:32]([F:50])([F:49])[CH2:33][C@@H:34]4[CH2:39][C@@:35]4([C:40](=[O:48])[NH:41][S:42]([CH:45]4[CH2:47][CH2:46]4)(=[O:44])=[O:43])[NH:36][C:37](=[O:38])[C@@H:23]3[CH2:22]2)=[N:12][C:13]2[C:18]([N:19]=1)=[CH:17][CH:16]=[CH:15][CH:14]=2.[ClH:61]. (2) Given the product [C:34]([C:32]1[CH:31]=[CH:30][N:29]=[C:28]([O:1][C:2]2[CH:7]=[CH:6][C:5]([C:8]3[N:13]=[CH:12][N:11]=[C:10]([NH:14][C@H:15]([C:23]([O:25][CH3:26])=[O:24])[CH2:16][C:17]4[CH:22]=[CH:21][CH:20]=[CH:19][CH:18]=4)[CH:9]=3)=[CH:4][CH:3]=2)[CH:33]=1)#[N:35], predict the reactants needed to synthesize it. The reactants are: [OH:1][C:2]1[CH:7]=[CH:6][C:5]([C:8]2[N:13]=[CH:12][N:11]=[C:10]([NH:14][C@H:15]([C:23]([O:25][CH3:26])=[O:24])[CH2:16][C:17]3[CH:22]=[CH:21][CH:20]=[CH:19][CH:18]=3)[CH:9]=2)=[CH:4][CH:3]=1.Cl[C:28]1[CH:33]=[C:32]([C:34]#[N:35])[CH:31]=[CH:30][N:29]=1.C(=O)([O-])[O-].[K+].[K+].C(OCC)(=O)C. (3) Given the product [CH3:2][O:1][C:3]1[C:4]2[S:9][CH:11]=[C:12]([CH3:13])[C:5]=2[CH:6]=[CH:7][CH:8]=1, predict the reactants needed to synthesize it. The reactants are: [O:1]([C:3]1[CH:8]=[CH:7][CH:6]=[CH:5][C:4]=1[SH:9])[CH3:2].Cl[CH2:11][C:12](=O)[CH3:13].C([O-])([O-])=O.[K+].[K+]. (4) The reactants are: [CH3:1][C:2]1[CH:7]=[CH:6][C:5]([S:8]([NH:11][CH:12]2[CH2:15][CH:14]([O:16][C:17]3[C:22]([C:23]4[CH2:28][CH2:27][N:26]([C:29]([O:31][C:32]([CH3:35])([CH3:34])[CH3:33])=[O:30])[CH2:25][CH:24]=4)=[CH:21][CH:20]=[CH:19][N:18]=3)[CH2:13]2)(=[O:10])=[O:9])=[CH:4][CH:3]=1. Given the product [CH3:1][C:2]1[CH:3]=[CH:4][C:5]([S:8]([NH:11][CH:12]2[CH2:15][CH:14]([O:16][C:17]3[C:22]([CH:23]4[CH2:24][CH2:25][N:26]([C:29]([O:31][C:32]([CH3:35])([CH3:34])[CH3:33])=[O:30])[CH2:27][CH2:28]4)=[CH:21][CH:20]=[CH:19][N:18]=3)[CH2:13]2)(=[O:9])=[O:10])=[CH:6][CH:7]=1, predict the reactants needed to synthesize it.